From a dataset of Peptide-MHC class I binding affinity with 185,985 pairs from IEDB/IMGT. Regression. Given a peptide amino acid sequence and an MHC pseudo amino acid sequence, predict their binding affinity value. This is MHC class I binding data. (1) The peptide sequence is YTVKFPNLI. The MHC is HLA-A26:01 with pseudo-sequence HLA-A26:01. The binding affinity (normalized) is 0.0905. (2) The peptide sequence is VSDGGPNLY. The MHC is SLA-20401 with pseudo-sequence SLA-20401. The binding affinity (normalized) is 1.00. (3) The peptide sequence is PEIRRWIIF. The MHC is HLA-A31:01 with pseudo-sequence HLA-A31:01. The binding affinity (normalized) is 0.0847. (4) The peptide sequence is QVFLKMRRIF. The MHC is HLA-A24:02 with pseudo-sequence HLA-A24:02. The binding affinity (normalized) is 0.129. (5) The peptide sequence is PASISSVLT. The MHC is HLA-A02:02 with pseudo-sequence HLA-A02:02. The binding affinity (normalized) is 0.332. (6) The peptide sequence is QVNDVLHSV. The MHC is HLA-A80:01 with pseudo-sequence HLA-A80:01. The binding affinity (normalized) is 0.0847. (7) The peptide sequence is VPLDEDFRKY. The MHC is Mamu-A2201 with pseudo-sequence Mamu-A2201. The binding affinity (normalized) is 0.390. (8) The peptide sequence is WIEFTNFKV. The MHC is HLA-A23:01 with pseudo-sequence HLA-A23:01. The binding affinity (normalized) is 0.